This data is from Catalyst prediction with 721,799 reactions and 888 catalyst types from USPTO. The task is: Predict which catalyst facilitates the given reaction. (1) Reactant: Cl[C:2]1[CH:3]=[C:4]([CH2:13][CH2:14][C:15]([OH:17])=O)C=N[C:7]=1[C:8]([C:11]#N)(C)C.C1(P(C2C=CC=CC=2)C2C=CC=CC=2)C=CC=CC=1.[CH:47]1[CH:46]=[C:45]([S:44][S:44][C:45]2[N:50]=[CH:49][CH:48]=[CH:47][CH:46]=2)[N:50]=[CH:49][CH:48]=1. Product: [N:50]1[CH:49]=[CH:48][CH:47]=[CH:46][C:45]=1[S:44][C:15](=[O:17])[CH2:14][CH2:13][CH:4]1[CH2:3][CH2:2][CH2:7][CH2:8][CH2:11]1. The catalyst class is: 2. (2) Reactant: Cl.[NH2:2][C@H:3]([C:11]([NH2:13])=[O:12])[CH2:4][C:5]1[CH:10]=[CH:9][CH:8]=[CH:7][CH:6]=1.CCN(CC)CC.C1C=CC2N(O)N=NC=2C=1.O.[C:32](O)(=[O:36])[C:33]([CH3:35])=[O:34].CCN=C=NCCCN(C)C.Cl. Product: [O:34]=[C:33]([CH3:35])[C:32]([NH:13][C:11](=[O:12])[C@H:3]([CH2:4][C:5]1[CH:10]=[CH:9][CH:8]=[CH:7][CH:6]=1)[NH2:2])=[O:36]. The catalyst class is: 2. (3) Reactant: [C:1]([O:5][C:6]([N:8]1[CH2:12][C@H:11]([C:13]#[N:14])[CH2:10][C@H:9]1[C:15]([OH:17])=O)=[O:7])([CH3:4])([CH3:3])[CH3:2].CN(C(ON1N=NC2C=CC=NC1=2)=[N+](C)C)C.F[P-](F)(F)(F)(F)F.[F:42][C:43]1[CH:56]=[CH:55][C:46]([O:47][C:48]2[CH:54]=[CH:53][C:51]([NH2:52])=[CH:50][CH:49]=2)=[CH:45][CH:44]=1.CCN(C(C)C)C(C)C. Product: [C:13]([C@H:11]1[CH2:12][N:8]([C:6]([O:5][C:1]([CH3:2])([CH3:3])[CH3:4])=[O:7])[C@H:9]([C:15](=[O:17])[NH:52][C:51]2[CH:50]=[CH:49][C:48]([O:47][C:46]3[CH:55]=[CH:56][C:43]([F:42])=[CH:44][CH:45]=3)=[CH:54][CH:53]=2)[CH2:10]1)#[N:14]. The catalyst class is: 3.